The task is: Regression. Given a peptide amino acid sequence and an MHC pseudo amino acid sequence, predict their binding affinity value. This is MHC class I binding data.. This data is from Peptide-MHC class I binding affinity with 185,985 pairs from IEDB/IMGT. The peptide sequence is DPPFQWMGYE. The MHC is Mamu-A2201 with pseudo-sequence Mamu-A2201. The binding affinity (normalized) is 0.